From a dataset of Reaction yield outcomes from USPTO patents with 853,638 reactions. Predict the reaction yield, written as a fraction of the theoretical maximum amount of product (1.0 means a 100% yield; for example, 0.34 means a 34% yield). (1) The reactants are [C:1]([O:4][C:5]([CH3:8])([CH3:7])[CH3:6])(=[O:3])[CH3:2].Cl[C:10]1[S:11][C:12]2[CH:18]=[CH:17][CH:16]=[C:15]([Cl:19])[C:13]=2[N:14]=1.C[Si]([N-][Si](C)(C)C)(C)C.[Li+]. The catalyst is C1(C)C=CC=CC=1. The product is [Cl:19][C:15]1[C:13]2[N:14]=[C:10]([CH2:2][C:1]([O:4][C:5]([CH3:8])([CH3:7])[CH3:6])=[O:3])[S:11][C:12]=2[CH:18]=[CH:17][CH:16]=1. The yield is 0.850. (2) The reactants are [Br:1][C:2]1[C:7](=[O:8])[N:6]([C:9]2[CH:10]=[C:11]([CH:15]=[CH:16][C:17]=2[CH3:18])[C:12]([OH:14])=O)[C:5]([CH3:19])=[N:4][C:3]=1[O:20][CH2:21][C:22]1[CH:27]=[CH:26][C:25]([F:28])=[CH:24][C:23]=1[F:29].C(OC(Cl)=O)C(C)C.CN1CCOCC1.Cl.[CH3:46][NH:47][C:48](=[O:51])[CH2:49][NH2:50]. The catalyst is CC(N(C)C)=O.CN(C1C=CN=CC=1)C.ClCCl. The product is [Br:1][C:2]1[C:7](=[O:8])[N:6]([C:9]2[CH:10]=[C:11]([CH:15]=[CH:16][C:17]=2[CH3:18])[C:12]([NH:50][CH2:49][C:48]([NH:47][CH3:46])=[O:51])=[O:14])[C:5]([CH3:19])=[N:4][C:3]=1[O:20][CH2:21][C:22]1[CH:27]=[CH:26][C:25]([F:28])=[CH:24][C:23]=1[F:29]. The yield is 0.650. (3) The reactants are [C:1]([O:5][C:6](=[O:15])[NH:7][C:8]1[CH:13]=[C:12]([Cl:14])[CH:11]=[CH:10][N:9]=1)([CH3:4])([CH3:3])[CH3:2].[Li]CCCC.CN([CH:24]=[O:25])C. The catalyst is C1COCC1. The product is [Cl:14][C:12]1[CH:11]=[CH:10][N:9]=[C:8]([NH:7][C:6](=[O:15])[O:5][C:1]([CH3:4])([CH3:2])[CH3:3])[C:13]=1[CH:24]=[O:25]. The yield is 0.420. (4) The reactants are Br[C:2]1[CH:3]=[C:4]([NH2:11])[C:5]2[O:9][CH2:8][O:7][C:6]=2[CH:10]=1.C[CH2:13][N:14](C(C)C)C(C)C. The catalyst is CN(C=O)C.[Zn].[C-]#N.[Zn+2].[C-]#N.C1C=CC(/C=C/C(/C=C/C2C=CC=CC=2)=O)=CC=1.C1C=CC(/C=C/C(/C=C/C2C=CC=CC=2)=O)=CC=1.C1C=CC(/C=C/C(/C=C/C2C=CC=CC=2)=O)=CC=1.[Pd].[Pd].C1(P(C2C=CC=CC=2)[C-]2C=CC=C2)C=CC=CC=1.[C-]1(P(C2C=CC=CC=2)C2C=CC=CC=2)C=CC=C1.[Fe+2]. The product is [NH2:11][C:4]1[C:5]2[O:9][CH2:8][O:7][C:6]=2[CH:10]=[C:2]([C:13]#[N:14])[CH:3]=1. The yield is 0.730. (5) The yield is 0.500. The reactants are [F:1][C:2]1[CH:3]=[C:4]([CH:6]=[CH:7][C:8]=1[N+:9]([O-:11])=[O:10])[NH2:5].[Br:12]N1C(=O)CCC1=O. The product is [Br:12][C:6]1[CH:7]=[C:8]([N+:9]([O-:11])=[O:10])[C:2]([F:1])=[CH:3][C:4]=1[NH2:5]. The catalyst is C(OCC)(=O)C. (6) The reactants are [H-].[Na+].[CH3:3][O:4][C:5]1[CH:29]=[CH:28][C:8]([CH2:9][O:10][C@H:11]2[C@H:23]([OH:24])[C@@H:22]([CH2:25][OH:26])[O:21][C@@H:13]([S:14][C:15]3[CH:20]=[CH:19][CH:18]=[CH:17][CH:16]=3)[C@@H:12]2[OH:27])=[CH:7][CH:6]=1.[CH:30]1[CH:35]=[CH:34][C:33]([CH2:36]Br)=[CH:32][CH:31]=1. The catalyst is CN(C=O)C. The product is [CH2:36]([O:27][C@@H:12]1[C@@H:11]([O:10][CH2:9][C:8]2[CH:7]=[CH:6][C:5]([O:4][CH3:3])=[CH:29][CH:28]=2)[C@H:23]([O:24][CH2:36][C:33]2[CH:34]=[CH:35][CH:30]=[CH:31][CH:32]=2)[C@@H:22]([CH2:25][O:26][CH2:9][C:8]2[CH:28]=[CH:29][CH:5]=[CH:6][CH:7]=2)[O:21][C@H:13]1[S:14][C:15]1[CH:16]=[CH:17][CH:18]=[CH:19][CH:20]=1)[C:33]1[CH:34]=[CH:35][CH:30]=[CH:31][CH:32]=1. The yield is 0.820.